From a dataset of NCI-60 drug combinations with 297,098 pairs across 59 cell lines. Regression. Given two drug SMILES strings and cell line genomic features, predict the synergy score measuring deviation from expected non-interaction effect. (1) Drug 1: CC12CCC(CC1=CCC3C2CCC4(C3CC=C4C5=CN=CC=C5)C)O. Drug 2: COCCOC1=C(C=C2C(=C1)C(=NC=N2)NC3=CC=CC(=C3)C#C)OCCOC.Cl. Cell line: HOP-62. Synergy scores: CSS=2.87, Synergy_ZIP=0.828, Synergy_Bliss=4.41, Synergy_Loewe=-0.695, Synergy_HSA=1.22. (2) Drug 1: CN1C(=O)N2C=NC(=C2N=N1)C(=O)N. Drug 2: C1CCC(C(C1)N)N.C(=O)(C(=O)[O-])[O-].[Pt+4]. Cell line: SK-MEL-5. Synergy scores: CSS=26.0, Synergy_ZIP=-9.88, Synergy_Bliss=-0.826, Synergy_Loewe=-11.9, Synergy_HSA=1.84. (3) Drug 1: C1=NC2=C(N=C(N=C2N1C3C(C(C(O3)CO)O)O)F)N. Drug 2: CC1=C2C(C(=O)C3(C(CC4C(C3C(C(C2(C)C)(CC1OC(=O)C(C(C5=CC=CC=C5)NC(=O)OC(C)(C)C)O)O)OC(=O)C6=CC=CC=C6)(CO4)OC(=O)C)O)C)O. Cell line: OVCAR-4. Synergy scores: CSS=2.46, Synergy_ZIP=1.63, Synergy_Bliss=3.29, Synergy_Loewe=-0.936, Synergy_HSA=-0.732. (4) Drug 1: CC1=C(N=C(N=C1N)C(CC(=O)N)NCC(C(=O)N)N)C(=O)NC(C(C2=CN=CN2)OC3C(C(C(C(O3)CO)O)O)OC4C(C(C(C(O4)CO)O)OC(=O)N)O)C(=O)NC(C)C(C(C)C(=O)NC(C(C)O)C(=O)NCCC5=NC(=CS5)C6=NC(=CS6)C(=O)NCCC[S+](C)C)O. Drug 2: B(C(CC(C)C)NC(=O)C(CC1=CC=CC=C1)NC(=O)C2=NC=CN=C2)(O)O. Cell line: CCRF-CEM. Synergy scores: CSS=86.9, Synergy_ZIP=2.59, Synergy_Bliss=2.53, Synergy_Loewe=1.85, Synergy_HSA=4.11. (5) Drug 1: CC1=C(C=C(C=C1)NC(=O)C2=CC=C(C=C2)CN3CCN(CC3)C)NC4=NC=CC(=N4)C5=CN=CC=C5. Drug 2: C(CN)CNCCSP(=O)(O)O. Cell line: KM12. Synergy scores: CSS=-17.2, Synergy_ZIP=5.97, Synergy_Bliss=5.08, Synergy_Loewe=-3.95, Synergy_HSA=-4.11. (6) Drug 1: CN1CCC(CC1)COC2=C(C=C3C(=C2)N=CN=C3NC4=C(C=C(C=C4)Br)F)OC. Drug 2: CCCS(=O)(=O)NC1=C(C(=C(C=C1)F)C(=O)C2=CNC3=C2C=C(C=N3)C4=CC=C(C=C4)Cl)F. Cell line: T-47D. Synergy scores: CSS=1.05, Synergy_ZIP=4.08, Synergy_Bliss=2.89, Synergy_Loewe=-3.36, Synergy_HSA=1.04. (7) Drug 1: C1=CC(=C2C(=C1NCCNCCO)C(=O)C3=C(C=CC(=C3C2=O)O)O)NCCNCCO. Drug 2: CCCS(=O)(=O)NC1=C(C(=C(C=C1)F)C(=O)C2=CNC3=C2C=C(C=N3)C4=CC=C(C=C4)Cl)F. Cell line: NCIH23. Synergy scores: CSS=62.1, Synergy_ZIP=6.92, Synergy_Bliss=9.34, Synergy_Loewe=-34.7, Synergy_HSA=6.90. (8) Drug 1: COC1=NC(=NC2=C1N=CN2C3C(C(C(O3)CO)O)O)N. Drug 2: C#CCC(CC1=CN=C2C(=N1)C(=NC(=N2)N)N)C3=CC=C(C=C3)C(=O)NC(CCC(=O)O)C(=O)O. Cell line: SF-539. Synergy scores: CSS=50.9, Synergy_ZIP=-8.51, Synergy_Bliss=-11.3, Synergy_Loewe=-5.46, Synergy_HSA=-5.34. (9) Drug 1: CN(C)C1=NC(=NC(=N1)N(C)C)N(C)C. Drug 2: CCC1=C2CN3C(=CC4=C(C3=O)COC(=O)C4(CC)O)C2=NC5=C1C=C(C=C5)O. Cell line: NCIH23. Synergy scores: CSS=26.3, Synergy_ZIP=2.43, Synergy_Bliss=5.93, Synergy_Loewe=-11.7, Synergy_HSA=5.30. (10) Cell line: HT29. Drug 2: CC1CCC2CC(C(=CC=CC=CC(CC(C(=O)C(C(C(=CC(C(=O)CC(OC(=O)C3CCCCN3C(=O)C(=O)C1(O2)O)C(C)CC4CCC(C(C4)OC)OP(=O)(C)C)C)C)O)OC)C)C)C)OC. Synergy scores: CSS=18.6, Synergy_ZIP=5.45, Synergy_Bliss=6.63, Synergy_Loewe=-10.4, Synergy_HSA=1.09. Drug 1: C1CNP(=O)(OC1)N(CCCl)CCCl.